From a dataset of Forward reaction prediction with 1.9M reactions from USPTO patents (1976-2016). Predict the product of the given reaction. (1) Given the reactants [NH2:1][C:2]1[CH:34]=[CH:33][C:5]([C:6]([NH:8][C@@H:9]2[CH2:14][C@H:13]([F:15])[CH2:12][C@H:11]([NH:16][C:17]3[N:22]=[C:21]([C:23]4[C:31]5[C:26](=[CH:27][CH:28]=[CH:29][CH:30]=5)[NH:25][CH:24]=4)[C:20]([Cl:32])=[CH:19][N:18]=3)[CH2:10]2)=[O:7])=[CH:4][CH:3]=1.C[CH2:36][N:37]([CH:41]([CH3:43])C)[CH:38](C)C.BrC/C=[CH:47]/[C:48](Cl)=[O:49].C(Cl)Cl.CNC.C1COCC1, predict the reaction product. The product is: [Cl:32][C:20]1[C:21]([C:23]2[C:31]3[C:26](=[CH:27][CH:28]=[CH:29][CH:30]=3)[NH:25][CH:24]=2)=[N:22][C:17]([NH:16][C@H:11]2[CH2:12][C@@H:13]([F:15])[CH2:14][C@@H:9]([NH:8][C:6](=[O:7])[C:5]3[CH:4]=[CH:3][C:2]([NH:1][C:48](=[O:49])/[CH:47]=[CH:43]/[CH2:41][N:37]([CH3:36])[CH3:38])=[CH:34][CH:33]=3)[CH2:10]2)=[N:18][CH:19]=1. (2) Given the reactants [F:1][C:2]1[CH:7]=[CH:6][C:5]([C:8]2[C:18]([C:19]3[CH:20]=[CH:21][C:22](=[O:32])[N:23]([C:25]4[CH:30]=[CH:29][CH:28]=[CH:27][C:26]=4[CH3:31])[N:24]=3)=[C:11]3[NH:12][CH2:13][CH:14]([CH2:16][OH:17])[CH2:15][N:10]3[N:9]=2)=[CH:4][CH:3]=1.CCN(CC)CC.CCOC(C)=O, predict the reaction product. The product is: [F:1][C:2]1[CH:3]=[CH:4][C:5]([C:8]2[C:18]([C:19]3[CH:20]=[CH:21][C:22](=[O:32])[N:23]([C:25]4[CH:30]=[CH:29][CH:28]=[CH:27][C:26]=4[CH3:31])[N:24]=3)=[C:11]3[NH:12][CH2:13][CH:14]([CH:16]=[O:17])[CH2:15][N:10]3[N:9]=2)=[CH:6][CH:7]=1. (3) Given the reactants C([O:4][C@H:5]1[CH2:22][CH2:21][C@@:20]2([CH3:23])[C@@H:7]([CH2:8][CH2:9][C@:10]3([CH3:42])[C@@H:19]2[CH2:18][CH2:17][C@H:16]2[C@@:11]3([CH3:41])[CH2:12][CH2:13][C@@:14]3([C:30]4[O:31][C:32]([C:35]5[CH:40]=[CH:39][CH:38]=[CH:37][CH:36]=5)=[N:33][N:34]=4)[CH2:26][CH2:25][C@@H:24]([C:27]([CH3:29])=[CH2:28])[C@@H:15]32)[C:6]1([CH3:44])[CH3:43])(=O)C.CO, predict the reaction product. The product is: [CH3:41][C@:11]12[C@@:10]3([CH3:42])[C@@H:19]([C@:20]4([CH3:23])[C@@H:7]([CH2:8][CH2:9]3)[C:6]([CH3:43])([CH3:44])[C@@H:5]([OH:4])[CH2:22][CH2:21]4)[CH2:18][CH2:17][C@@H:16]1[C@H:15]1[C@H:24]([C:27]([CH3:29])=[CH2:28])[CH2:25][CH2:26][C@:14]1([C:30]1[O:31][C:32]([C:35]3[CH:36]=[CH:37][CH:38]=[CH:39][CH:40]=3)=[N:33][N:34]=1)[CH2:13][CH2:12]2. (4) Given the reactants [N+:1]([O-:4])(O)=[O:2].S(=O)(=O)(O)O.[F:10][C:11]1[C:20]([F:21])=[CH:19][CH:18]=[C:17]([F:22])[C:12]=1[C:13]([O:15][CH3:16])=[O:14], predict the reaction product. The product is: [F:10][C:11]1[C:20]([F:21])=[CH:19][C:18]([N+:1]([O-:4])=[O:2])=[C:17]([F:22])[C:12]=1[C:13]([O:15][CH3:16])=[O:14]. (5) Given the reactants [NH:1]1[C:9]2[C:4](=[CH:5][CH:6]=[CH:7][CH:8]=2)[C:3]2([C:21]3[C:12](=[CH:13][C:14]4[O:19][CH2:18][CH2:17][O:16][C:15]=4[CH:20]=3)[O:11][CH2:10]2)[C:2]1=[O:22].[C:23]([O-])(=[O:25])[CH3:24].[Na+], predict the reaction product. The product is: [C:23]([N:1]1[C:9]2[C:4](=[CH:5][CH:6]=[CH:7][CH:8]=2)[C:3]2([C:21]3[C:12](=[CH:13][C:14]4[O:19][CH2:18][CH2:17][O:16][C:15]=4[CH:20]=3)[O:11][CH2:10]2)[C:2]1=[O:22])(=[O:25])[CH3:24].